Dataset: NCI-60 drug combinations with 297,098 pairs across 59 cell lines. Task: Regression. Given two drug SMILES strings and cell line genomic features, predict the synergy score measuring deviation from expected non-interaction effect. (1) Drug 1: CC1=C(C=C(C=C1)NC(=O)C2=CC=C(C=C2)CN3CCN(CC3)C)NC4=NC=CC(=N4)C5=CN=CC=C5. Drug 2: CS(=O)(=O)OCCCCOS(=O)(=O)C. Cell line: KM12. Synergy scores: CSS=-4.42, Synergy_ZIP=0.957, Synergy_Bliss=-1.22, Synergy_Loewe=-3.99, Synergy_HSA=-4.66. (2) Drug 1: CCCS(=O)(=O)NC1=C(C(=C(C=C1)F)C(=O)C2=CNC3=C2C=C(C=N3)C4=CC=C(C=C4)Cl)F. Drug 2: B(C(CC(C)C)NC(=O)C(CC1=CC=CC=C1)NC(=O)C2=NC=CN=C2)(O)O. Cell line: SF-539. Synergy scores: CSS=-0.761, Synergy_ZIP=-0.820, Synergy_Bliss=-4.46, Synergy_Loewe=-3.70, Synergy_HSA=-4.45. (3) Drug 1: C1=CC(=CC=C1CC(C(=O)O)N)N(CCCl)CCCl.Cl. Drug 2: C1C(C(OC1N2C=NC(=NC2=O)N)CO)O. Cell line: HT29. Synergy scores: CSS=30.0, Synergy_ZIP=-4.41, Synergy_Bliss=2.93, Synergy_Loewe=2.03, Synergy_HSA=2.36. (4) Drug 1: COC1=C2C(=CC3=C1OC=C3)C=CC(=O)O2. Drug 2: N.N.Cl[Pt+2]Cl. Cell line: CAKI-1. Synergy scores: CSS=23.2, Synergy_ZIP=-4.64, Synergy_Bliss=-0.325, Synergy_Loewe=-7.32, Synergy_HSA=-1.68.